This data is from Peptide-MHC class I binding affinity with 185,985 pairs from IEDB/IMGT. The task is: Regression. Given a peptide amino acid sequence and an MHC pseudo amino acid sequence, predict their binding affinity value. This is MHC class I binding data. (1) The peptide sequence is ERYFRINSL. The MHC is HLA-B44:02 with pseudo-sequence HLA-B44:02. The binding affinity (normalized) is 0. (2) The peptide sequence is KSLTTTMQFK. The MHC is HLA-A31:01 with pseudo-sequence HLA-A31:01. The binding affinity (normalized) is 0.382. (3) The peptide sequence is FNPIRVGMS. The MHC is H-2-Dd with pseudo-sequence H-2-Dd. The binding affinity (normalized) is 0.